This data is from Forward reaction prediction with 1.9M reactions from USPTO patents (1976-2016). The task is: Predict the product of the given reaction. Given the reactants [CH2:1]([O:8][C:9]([NH:11][C@@H:12]([CH2:25][C:26]1[C:35]2[C:30](=[CH:31][CH:32]=[CH:33][CH:34]=2)[CH:29]=[CH:28][CH:27]=1)[C:13]([NH:15][C@@H:16]([CH2:21][CH2:22][CH2:23][CH3:24])[C:17]([O:19][CH3:20])=[O:18])=O)=[O:10])[C:2]1[CH:7]=[CH:6][CH:5]=[CH:4][CH:3]=1.C1(P(C2C=CC=CC=2)C2C=CC=C[N:44]=2)C=CC=CC=1.[N:55]#[N:56].CC(OC(/N=N/C(OC(C)C)=O)=O)C.C1(P(N=[N+]=[N-])(C2C=CC=CC=2)=O)C=CC=CC=1, predict the reaction product. The product is: [CH2:1]([O:8][C:9]([NH:11][C@H:12]([C:13]1[N:15]([C@@H:16]([CH2:21][CH2:22][CH2:23][CH3:24])[C:17]([O:19][CH3:20])=[O:18])[N:44]=[N:56][N:55]=1)[CH2:25][C:26]1[C:35]2[C:30](=[CH:31][CH:32]=[CH:33][CH:34]=2)[CH:29]=[CH:28][CH:27]=1)=[O:10])[C:2]1[CH:7]=[CH:6][CH:5]=[CH:4][CH:3]=1.